This data is from Reaction yield outcomes from USPTO patents with 853,638 reactions. The task is: Predict the reaction yield, written as a fraction of the theoretical maximum amount of product (1.0 means a 100% yield; for example, 0.34 means a 34% yield). (1) The reactants are [H-].[Na+].[Br:3][C:4]1[NH:8][N:7]=[C:6]([C:9]([O:11][CH3:12])=[O:10])[N:5]=1.Br[CH2:14][CH:15]1[CH2:20][CH2:19][CH2:18][CH2:17][CH2:16]1. The catalyst is CN(C=O)C. The product is [Br:3][C:4]1[N:8]([CH2:14][CH:15]2[CH2:20][CH2:19][CH2:18][CH2:17][CH2:16]2)[N:7]=[C:6]([C:9]([O:11][CH3:12])=[O:10])[N:5]=1. The yield is 0.240. (2) The reactants are [CH:1]([CH:4]1[NH:8][C@@H:7]([CH2:9][CH:10]([CH3:12])[CH3:11])[CH2:6][O:5]1)([CH3:3])[CH3:2].[BH4-].[Na+]. The catalyst is CCO. The product is [CH3:11][CH:10]([CH3:12])[CH2:9][C@H:7]([NH:8][CH2:4][CH:1]([CH3:3])[CH3:2])[CH2:6][OH:5]. The yield is 0.850. (3) The reactants are [CH2:1]([NH:8][CH2:9][C@H:10]([C:12]1[CH:17]=[CH:16][C:15]([F:18])=[CH:14][CH:13]=1)[OH:11])[C:2]1[CH:7]=[CH:6][CH:5]=[CH:4][CH:3]=1.[OH-].[Na+].[Cl:21][CH2:22][C:23](Cl)=[O:24]. The catalyst is C(Cl)Cl. The product is [CH2:1]([N:8]([CH2:9][C@H:10]([C:12]1[CH:13]=[CH:14][C:15]([F:18])=[CH:16][CH:17]=1)[OH:11])[C:23](=[O:24])[CH2:22][Cl:21])[C:2]1[CH:3]=[CH:4][CH:5]=[CH:6][CH:7]=1. The yield is 0.900. (4) The reactants are [N+:1]([C:4]1[CH:5]=[CH:6][C:7]([C:10]([OH:12])=O)=[N:8][CH:9]=1)([O-:3])=[O:2].Cl.[NH2:14][C:15]1[CH:20]=[CH:19][C:18]([NH:21][C:22]2[CH:27]=[C:26]([CH3:28])[N:25]=[C:24]([NH2:29])[N:23]=2)=[CH:17][CH:16]=1.C(N(CC)C1C=CC=CC=1)C. The catalyst is O=P(Cl)(Cl)Cl. The product is [NH2:29][C:24]1[N:23]=[C:22]([NH:21][C:18]2[CH:19]=[CH:20][C:15]([NH:14][C:10]([C:7]3[CH:6]=[CH:5][C:4]([N+:1]([O-:3])=[O:2])=[CH:9][N:8]=3)=[O:12])=[CH:16][CH:17]=2)[CH:27]=[C:26]([CH3:28])[N:25]=1. The yield is 0.310.